From a dataset of Reaction yield outcomes from USPTO patents with 853,638 reactions. Predict the reaction yield, written as a fraction of the theoretical maximum amount of product (1.0 means a 100% yield; for example, 0.34 means a 34% yield). (1) The reactants are [Cl:1][C:2]1[CH:7]=[CH:6][CH:5]=[C:4]([CH2:8][N+:9]([O-:11])=[O:10])[CH:3]=1.[C:12]([O:16][CH3:17])(=[O:15])[CH:13]=[CH2:14]. The catalyst is O1CCOCC1. The product is [CH3:17][O:16][C:12](=[O:15])[CH2:13][CH2:14][CH:8]([C:4]1[CH:5]=[CH:6][CH:7]=[C:2]([Cl:1])[CH:3]=1)[N+:9]([O-:11])=[O:10]. The yield is 0.650. (2) The reactants are [F:1][C:2]([F:30])([F:29])[C:3]1[CH:4]=[C:5]([CH:22]=[C:23]([C:25]([F:28])([F:27])[F:26])[CH:24]=1)[CH2:6][O:7][CH2:8][C:9]([C:16]1[CH:21]=[CH:20][CH:19]=[CH:18][CH:17]=1)=[CH:10][C:11]([O:13][CH2:14][CH3:15])=[O:12].[H][H]. The catalyst is [Pd].[C].C(O)C. The product is [F:1][C:2]([F:29])([F:30])[C:3]1[CH:4]=[C:5]([CH:22]=[C:23]([C:25]([F:27])([F:26])[F:28])[CH:24]=1)[CH2:6][O:7][CH2:8][CH:9]([C:16]1[CH:21]=[CH:20][CH:19]=[CH:18][CH:17]=1)[CH2:10][C:11]([O:13][CH2:14][CH3:15])=[O:12]. The yield is 1.00. (3) The reactants are [NH2:1][C@H:2]([C:4]1[N:5]=[C:6]2[S:20][CH:19]=[C:18]([CH3:21])[N:7]2[C:8](=[O:17])[C:9]=1[C:10]1[CH:15]=[CH:14][CH:13]=[C:12]([F:16])[CH:11]=1)[CH3:3].Cl[C:23]1[CH:28]=[CH:27][N:26]=[C:25]2[NH:29][CH:30]=[N:31][C:24]=12.C(N(CC)C(C)C)(C)C. The catalyst is C(O)CCC.CO. The product is [F:16][C:12]1[CH:11]=[C:10]([C:9]2[C:8](=[O:17])[N:7]3[C:18]([CH3:21])=[CH:19][S:20][C:6]3=[N:5][C:4]=2[C@@H:2]([NH:1][C:23]2[CH:28]=[CH:27][N:26]=[C:25]3[NH:29][CH:30]=[N:31][C:24]=23)[CH3:3])[CH:15]=[CH:14][CH:13]=1. The yield is 0.100. (4) The catalyst is O. The reactants are [CH3:1][C:2]12[CH2:12][CH:6]3[CH2:7][C:8]([CH3:11])([CH2:10][C:4](O)([CH2:5]3)[CH2:3]1)[CH2:9]2.[C:14](#[N:16])[CH3:15].C1(C)C=CC=CC=1.C1(C)C=CC(S(O)(=O)=[O:31])=CC=1. The yield is 0.640. The product is [C:14]([NH:16][C:4]12[CH2:10][C:8]3([CH3:11])[CH2:7][CH:6]([CH2:12][C:2]([CH3:1])([CH2:9]3)[CH2:3]1)[CH2:5]2)(=[O:31])[CH3:15]. (5) The reactants are [CH3:1][O:2][C:3]1[CH:4]=[C:5]2[O:9][C:8]([C:10]3[N:11]=[C:12]4[CH:17]=[CH:16][C:15]([CH3:18])=[N:14][N:13]4[CH:19]=3)=[CH:7][C:6]2=[C:20]([OH:22])[CH:21]=1.Br[CH2:24][C:25]1[N:26]=[C:27]([C:30]2[CH:35]=[CH:34][CH:33]=[CH:32][CH:31]=2)[S:28][CH:29]=1.C(=O)([O-])[O-].[K+].[K+]. The catalyst is CN(C=O)C.C(Cl)Cl. The product is [CH3:1][O:2][C:3]1[CH:21]=[C:20]([O:22][CH2:24][C:25]2[N:26]=[C:27]([C:30]3[CH:31]=[CH:32][CH:33]=[CH:34][CH:35]=3)[S:28][CH:29]=2)[C:6]2[CH:7]=[C:8]([C:10]3[N:11]=[C:12]4[CH:17]=[CH:16][C:15]([CH3:18])=[N:14][N:13]4[CH:19]=3)[O:9][C:5]=2[CH:4]=1. The yield is 0.660. (6) The reactants are C([N:8]1[CH2:13][CH2:12][C:11]([CH2:15][NH:16][C:17]([N:19]2[C:27]3[C:22](=[CH:23][CH:24]=[CH:25][CH:26]=3)[C:21]([CH3:29])([CH3:28])[C:20]2=[O:30])=[O:18])([OH:14])[CH2:10][CH2:9]1)C1C=CC=CC=1. The catalyst is Cl.CO.[OH-].[Pd+2].[OH-]. The product is [OH:14][C:11]1([CH2:15][NH:16][C:17]([N:19]2[C:27]3[C:22](=[CH:23][CH:24]=[CH:25][CH:26]=3)[C:21]([CH3:28])([CH3:29])[C:20]2=[O:30])=[O:18])[CH2:12][CH2:13][NH:8][CH2:9][CH2:10]1. The yield is 0.340. (7) The reactants are [F:1][C:2]1[CH:3]=[C:4]2[C:9](=[CH:10][CH:11]=1)[N:8]=[CH:7][CH:6]=[C:5]2[OH:12].FC1C=CC(N)=CC=1.C(OC=C(C(OCC)=O)C(OCC)=O)C.C1(P(C2C=CC=CC=2)C2C=CC=CC=2)C=CC=CC=1.[Br:55][CH2:56][CH2:57][CH2:58]O.N(C(OC(C)C)=O)=NC(OC(C)C)=O.Br. The catalyst is O1CCCC1. The product is [BrH:55].[F:1][C:2]1[CH:3]=[C:4]2[C:9](=[CH:10][CH:11]=1)[N:8]=[CH:7][CH:6]=[C:5]2[O:12][CH2:58][CH2:57][CH2:56][Br:55]. The yield is 0.320.